This data is from Full USPTO retrosynthesis dataset with 1.9M reactions from patents (1976-2016). The task is: Predict the reactants needed to synthesize the given product. (1) Given the product [Cl:1][C:2]1[CH:7]=[CH:6][CH:5]=[C:4]([O:8][CH3:9])[C:3]=1[CH2:16][C:15]([OH:18])=[O:13], predict the reactants needed to synthesize it. The reactants are: [Cl:1][C:2]1[CH:7]=[CH:6][CH:5]=[C:4]([O:8][CH3:9])[C:3]=1CC#N.[OH-:13].[K+].[CH2:15]([OH:18])[CH2:16]O. (2) Given the product [C:1]([C:4]1[C:22](=[O:23])[C@@:8]2([CH3:24])[C:9]3[C:15]([OH:16])=[CH:14][C:13]([O:17][CH3:18])=[C:12]([C:19]([NH:21][CH2:29][C:28]4[C:31]([CH3:44])=[CH:32][C:33]([CH2:36][O:37][C:38]5[CH:43]=[CH:42][CH:41]=[CH:40][CH:39]=5)=[C:34]([CH3:35])[C:27]=4[CH3:26])=[O:20])[C:10]=3[O:11][C:7]2=[CH:6][C:5]=1[OH:25])(=[O:3])[CH3:2], predict the reactants needed to synthesize it. The reactants are: [C:1]([C:4]1[C:22](=[O:23])[C@@:8]2([CH3:24])[C:9]3[C:15]([OH:16])=[CH:14][C:13]([O:17][CH3:18])=[C:12]([C:19]([NH2:21])=[O:20])[C:10]=3[O:11][C:7]2=[CH:6][C:5]=1[OH:25])(=[O:3])[CH3:2].[CH3:26][C:27]1[C:34]([CH3:35])=[C:33]([CH2:36][O:37][C:38]2[CH:43]=[CH:42][CH:41]=[CH:40][CH:39]=2)[CH:32]=[C:31]([CH3:44])[C:28]=1[CH:29]=O.C([SiH](CC)CC)C.FC(F)(F)C(O)=O. (3) Given the product [CH3:1][O:2][C:3]1[CH:12]=[CH:11][CH:10]=[C:9]2[C:4]=1[CH2:5][CH2:6][NH:7][CH2:8]2, predict the reactants needed to synthesize it. The reactants are: [CH3:1][O:2][C:3]1[CH:12]=[CH:11][CH:10]=[C:9]2[C:4]=1[CH:5]=[CH:6][N:7]=[CH:8]2.Cl. (4) Given the product [F:1][C:2]1[CH:7]=[CH:6][CH2:5][CH:4]2[C:3]=1[N:11]1[CH2:15][CH2:14][CH2:13][CH:12]1[C:16](=[O:18])[NH:8]2, predict the reactants needed to synthesize it. The reactants are: [F:1][C:2]1[CH:7]=[CH:6][CH:5]=[C:4]([N+:8]([O-])=O)[C:3]=1[N:11]1[CH2:15][CH2:14][CH2:13][CH:12]1[C:16]([O:18]C)=O. (5) Given the product [NH:14]1[C:10]([C:5]2[CH:6]=[CH:7][CH:8]=[CH:9][C:4]=2[NH2:1])=[CH:11][N:12]=[CH:13]1, predict the reactants needed to synthesize it. The reactants are: [N+:1]([C:4]1[CH:9]=[CH:8][CH:7]=[CH:6][C:5]=1[C:10]1[NH:14][CH:13]=[N:12][CH:11]=1)([O-])=O.NN. (6) Given the product [S:12]1[CH:13]=[CH:14][N:15]=[C:11]1[NH:10][C:8](=[O:9])[C:7]1[CH:6]=[CH:5][C:4]([C:3]([OH:18])=[O:2])=[CH:17][CH:16]=1, predict the reactants needed to synthesize it. The reactants are: C[O:2][C:3](=[O:18])[C:4]1[CH:17]=[CH:16][C:7]([C:8]([NH:10][C:11]2[S:12][CH:13]=[CH:14][N:15]=2)=[O:9])=[CH:6][CH:5]=1.[OH-].[Na+]. (7) Given the product [Br:1][C:2]1[CH:3]=[C:4]2[C:8](=[CH:9][CH:10]=1)[N:7]([CH2:11][O:12][CH2:13][CH2:14][Si:15]([CH3:18])([CH3:17])[CH3:16])[N:6]=[C:5]2[NH:20][C:21]1[N:25]([C:26]2[CH:27]=[CH:28][CH:29]=[CH:30][CH:31]=2)[C:24]2[CH:32]=[CH:33][C:34]([CH2:36][OH:37])=[CH:35][C:23]=2[N:22]=1, predict the reactants needed to synthesize it. The reactants are: [Br:1][C:2]1[CH:3]=[C:4]2[C:8](=[CH:9][CH:10]=1)[N:7]([CH2:11][O:12][CH2:13][CH2:14][Si:15]([CH3:18])([CH3:17])[CH3:16])[N:6]=[C:5]2I.[NH2:20][C:21]1[N:25]([C:26]2[CH:31]=[CH:30][CH:29]=[CH:28][CH:27]=2)[C:24]2[CH:32]=[CH:33][C:34]([CH2:36][OH:37])=[CH:35][C:23]=2[N:22]=1.CN[C@@H]1CCCC[C@H]1NC.P([O-])([O-])([O-])=O.[K+].[K+].[K+].